From a dataset of Reaction yield outcomes from USPTO patents with 853,638 reactions. Predict the reaction yield, written as a fraction of the theoretical maximum amount of product (1.0 means a 100% yield; for example, 0.34 means a 34% yield). (1) The yield is 0.740. The catalyst is CN(C)C1C=CN=CC=1.ClCCl. The product is [CH3:1][C@H:2]1[CH2:3][CH2:4][C@H:5]([NH:8][C:9]([C@@H:11]2[CH2:13][C@H:12]2[CH2:14][O:15][S:24]([CH3:23])(=[O:26])=[O:25])=[O:10])[CH2:6][CH2:7]1. The reactants are [CH3:1][C@H:2]1[CH2:7][CH2:6][C@H:5]([NH:8][C:9]([C@@H:11]2[CH2:13][C@H:12]2[CH2:14][OH:15])=[O:10])[CH2:4][CH2:3]1.C(N(CC)CC)C.[CH3:23][S:24](O)(=[O:26])=[O:25]. (2) The reactants are [Br:1][C:2]1[CH:3]=[C:4]2[C:8](=[CH:9][CH:10]=1)[NH:7][C:6]([C:11]1[C:16]([F:17])=[CH:15][CH:14]=[CH:13][C:12]=1[F:18])=[CH:5]2.[H-].[Na+].[C:21]1([S:27](Cl)(=[O:29])=[O:28])[CH:26]=[CH:25][CH:24]=[CH:23][CH:22]=1. The catalyst is CN(C=O)C. The product is [C:21]1([S:27]([N:7]2[C:8]3[C:4](=[CH:3][C:2]([Br:1])=[CH:10][CH:9]=3)[CH:5]=[C:6]2[C:11]2[C:12]([F:18])=[CH:13][CH:14]=[CH:15][C:16]=2[F:17])(=[O:29])=[O:28])[CH:26]=[CH:25][CH:24]=[CH:23][CH:22]=1. The yield is 0.730. (3) The reactants are [Cl:1][C:2]1[CH:7]=[CH:6][C:5]([C:8](=[NH:20])[NH:9][C:10]2[CH:15]=[CH:14][C:13]([S:16]([CH3:19])(=[O:18])=[O:17])=[CH:12][CH:11]=2)=[CH:4][CH:3]=1.C(=O)(O)[O-].[Na+].[Cl:26][C:27]1[CH:28]=[C:29]([CH:34]=[CH:35][CH:36]=1)[C:30](=O)[CH2:31]Br. The catalyst is C(O)(C)C. The product is [Cl:1][C:2]1[CH:3]=[CH:4][C:5]([C:8]2[N:9]([C:10]3[CH:15]=[CH:14][C:13]([S:16]([CH3:19])(=[O:17])=[O:18])=[CH:12][CH:11]=3)[CH:31]=[C:30]([C:29]3[CH:34]=[CH:35][CH:36]=[C:27]([Cl:26])[CH:28]=3)[N:20]=2)=[CH:6][CH:7]=1. The yield is 0.530. (4) The reactants are C(OC(=O)[NH:7][CH2:8][C:9]1[CH:14]=[CH:13][N:12]=[C:11]([Cl:15])[N:10]=1)(C)(C)C.Cl.O1CCOCC1.CCOCC. The catalyst is C1COCC1. The product is [ClH:15].[Cl:15][C:11]1[N:10]=[C:9]([CH2:8][NH2:7])[CH:14]=[CH:13][N:12]=1. The yield is 1.00.